This data is from Forward reaction prediction with 1.9M reactions from USPTO patents (1976-2016). The task is: Predict the product of the given reaction. (1) Given the reactants [CH3:1][C@H:2]1[NH:7][CH2:6][CH2:5][N:4]([C:8]2[N:9]([CH2:30][C:31]([F:34])([F:33])[F:32])[C:10]3[C:15]([N:16]=2)=[C:14]([N:17]2[CH2:22][CH2:21][O:20][CH2:19][CH2:18]2)[N:13]=[C:12]([C:23]2[CH:24]=[N:25][C:26]([NH2:29])=[N:27][CH:28]=2)[N:11]=3)[CH2:3]1.[CH3:35]N(CCS(O)(=O)=O)C.[OH-:44].[Na+], predict the reaction product. The product is: [NH2:29][C:26]1[N:27]=[CH:28][C:23]([C:12]2[N:11]=[C:10]3[C:15]([N:16]=[C:8]([N:4]4[CH2:5][CH2:6][N:7]([CH:35]=[O:44])[C@H:2]([CH3:1])[CH2:3]4)[N:9]3[CH2:30][C:31]([F:34])([F:32])[F:33])=[C:14]([N:17]3[CH2:18][CH2:19][O:20][CH2:21][CH2:22]3)[N:13]=2)=[CH:24][N:25]=1. (2) Given the reactants [Cl:1][C:2]1[N:10]=[C:9]([CH3:11])[CH:8]=[CH:7][C:3]=1[C:4](O)=[O:5], predict the reaction product. The product is: [Cl:1][C:2]1[C:3]([CH2:4][OH:5])=[CH:7][CH:8]=[C:9]([CH3:11])[N:10]=1. (3) Given the reactants [CH:1]([N:14]1[CH2:17][CH:16]([S:18][C:19]2[CH:24]=[CH:23][C:22]([Cl:25])=[CH:21][CH:20]=2)[CH2:15]1)([C:8]1[CH:13]=[CH:12][CH:11]=[CH:10][CH:9]=1)[C:2]1[CH:7]=[CH:6][CH:5]=[CH:4][CH:3]=1.ClC1C=CC=C(C(OO)=[O:34])C=1, predict the reaction product. The product is: [CH:1]([N:14]1[CH2:15][CH:16]([S:18]([C:19]2[CH:20]=[CH:21][C:22]([Cl:25])=[CH:23][CH:24]=2)=[O:34])[CH2:17]1)([C:2]1[CH:7]=[CH:6][CH:5]=[CH:4][CH:3]=1)[C:8]1[CH:9]=[CH:10][CH:11]=[CH:12][CH:13]=1. (4) Given the reactants [CH3:1][O:2][C:3]1[CH:4]=[C:5]([CH2:13][CH2:14][C:15]([OH:17])=O)[CH:6]=[CH:7][C:8]=1[O:9][CH2:10][C:11]#[CH:12].[CH:18]1[C:27]2[CH2:26][CH2:25][CH2:24][CH2:23][C:22]=2[CH:21]=[CH:20][C:19]=1[CH:28]([NH2:30])[CH3:29], predict the reaction product. The product is: [CH:18]1[C:27]2[CH2:26][CH2:25][CH2:24][CH2:23][C:22]=2[CH:21]=[CH:20][C:19]=1[CH:28]([NH:30][C:15](=[O:17])[CH2:14][CH2:13][C:5]1[CH:6]=[CH:7][C:8]([O:9][CH2:10][C:11]#[CH:12])=[C:3]([O:2][CH3:1])[CH:4]=1)[CH3:29]. (5) The product is: [F:15][C:14]([F:17])([F:16])[O:13][C:10]1[CH:11]=[CH:12][C:7]([N:4]2[CH:5]=[N:6][C:2]([C:26]3[CH:27]=[C:28]4[C:33](=[CH:34][CH:35]=3)[CH2:32][CH:31]([NH:36][C:37](=[O:43])[O:38][C:39]([CH3:41])([CH3:40])[CH3:42])[CH2:30][CH2:29]4)=[N:3]2)=[CH:8][CH:9]=1. Given the reactants Br[C:2]1[N:6]=[CH:5][N:4]([C:7]2[CH:12]=[CH:11][C:10]([O:13][C:14]([F:17])([F:16])[F:15])=[CH:9][CH:8]=2)[N:3]=1.CC1(C)C(C)(C)OB([C:26]2[CH:27]=[C:28]3[C:33](=[CH:34][CH:35]=2)[CH2:32][CH:31]([NH:36][C:37](=[O:43])[O:38][C:39]([CH3:42])([CH3:41])[CH3:40])[CH2:30][CH2:29]3)O1.P([O-])([O-])([O-])=O.[K+].[K+].[K+], predict the reaction product. (6) Given the reactants [F:1][C:2]1([F:18])[CH2:4][CH:3]1[CH:5]1[C:14]2[C:9](=[CH:10][CH:11]=[CH:12][CH:13]=2)[N:8]([CH2:15][CH2:16][NH2:17])[CH2:7][CH2:6]1.C=O.[C:21](O)(C(F)(F)F)=O.[OH-].[Na+], predict the reaction product. The product is: [F:18][C:2]1([F:1])[CH2:4][CH:3]1[CH:5]1[C:14]2[C:9]3=[C:10]([CH2:21][NH:17][CH2:16][CH2:15][N:8]3[CH2:7][CH2:6]1)[CH:11]=[CH:12][CH:13]=2. (7) The product is: [Br:1][C:2]1[CH:3]=[C:4]([C:10](=[N:22][O:23][CH2:24][C:25]2[N:30]=[C:29]([NH2:31])[CH:28]=[CH:27][CH:26]=2)[C:11]2[C:16]([Cl:17])=[CH:15][C:14]([C:18]([F:20])([F:21])[F:19])=[CH:13][N:12]=2)[CH:5]=[CH:6][C:7]=1[O:8][CH3:9]. Given the reactants [Br:1][C:2]1[CH:3]=[C:4]([C:10](=[N:22][O:23][CH2:24][C:25]2[N:30]=[C:29]([N:31]3C(=O)C4C(=CC=CC=4)C3=O)[CH:28]=[CH:27][CH:26]=2)[C:11]2[C:16]([Cl:17])=[CH:15][C:14]([C:18]([F:21])([F:20])[F:19])=[CH:13][N:12]=2)[CH:5]=[CH:6][C:7]=1[O:8][CH3:9].O.NN, predict the reaction product. (8) Given the reactants C([O:3][C:4](=O)[CH2:5][C:6]([C@@H:8]1[CH2:13][CH2:12][N:11]([C:14]([O:16][CH3:17])=[O:15])[C@@H:10]([C:18]2[CH:23]=[CH:22][CH:21]=[CH:20][CH:19]=2)[CH2:9]1)=[O:7])C.[OH-].[Na+].[NH2:27]O.Cl, predict the reaction product. The product is: [O:3]=[C:4]1[CH:5]=[C:6]([C@@H:8]2[CH2:13][CH2:12][N:11]([C:14]([O:16][CH3:17])=[O:15])[C@@H:10]([C:18]3[CH:23]=[CH:22][CH:21]=[CH:20][CH:19]=3)[CH2:9]2)[O:7][NH:27]1.